This data is from Forward reaction prediction with 1.9M reactions from USPTO patents (1976-2016). The task is: Predict the product of the given reaction. (1) Given the reactants [CH2:1]([N:8]([CH2:13][C@H:14]([OH:18])[CH2:15][O:16][CH3:17])[C@@H:9]([CH3:12])[CH2:10]Cl)[C:2]1[CH:7]=[CH:6][CH:5]=[CH:4][CH:3]=1.[H-].[Na+], predict the reaction product. The product is: [CH2:1]([N:8]1[C@@H:9]([CH3:12])[CH2:10][O:18][C@H:14]([CH2:15][O:16][CH3:17])[CH2:13]1)[C:2]1[CH:7]=[CH:6][CH:5]=[CH:4][CH:3]=1. (2) The product is: [Cl:1][C:2]1[C:3]([O:11][CH2:21][O:22][CH3:23])=[C:4]([CH:7]=[C:8]([Cl:10])[CH:9]=1)[CH:5]=[O:6]. Given the reactants [Cl:1][C:2]1[C:3]([OH:11])=[C:4]([CH:7]=[C:8]([Cl:10])[CH:9]=1)[CH:5]=[O:6].C(N(CC)C(C)C)(C)C.[CH3:21][O:22][CH2:23]Cl, predict the reaction product. (3) Given the reactants [CH3:1][C:2]1([C:7]2[O:11][C:10]([CH2:12][N:13]3[CH:17]=[CH:16][C:15]([NH2:18])=[N:14]3)=[CH:9][CH:8]=2)[O:6]CCO1.[C:19]([C:21]1[CH:22]=[C:23]([C:27]2[O:31][CH:30]=[N:29][C:28]=2[C:32](O)=[O:33])[CH:24]=[CH:25][CH:26]=1)#[N:20], predict the reaction product. The product is: [C:2]([C:7]1[O:11][C:10]([CH2:12][N:13]2[CH:17]=[CH:16][C:15]([NH:18][C:32]([C:28]3[N:29]=[CH:30][O:31][C:27]=3[C:23]3[CH:24]=[CH:25][CH:26]=[C:21]([C:19]#[N:20])[CH:22]=3)=[O:33])=[N:14]2)=[CH:9][CH:8]=1)(=[O:6])[CH3:1]. (4) Given the reactants S(Cl)(Cl)=O.CC(CCCC)C(O)=O.CC(CCCC)C(Cl)=O.[CH3:23][CH:24]([CH2:30][CH2:31][CH2:32][CH3:33])[C:25]([N:27]=[C:28]=[S:29])=[O:26].[CH3:34][O:35][C:36]1[CH:37]=[C:38]2[C:43](=[CH:44][C:45]=1[O:46][CH3:47])[N:42]=[CH:41][CH:40]=[C:39]2[O:48][C:49]1[CH:55]=[CH:54][C:52]([NH2:53])=[CH:51][CH:50]=1, predict the reaction product. The product is: [CH3:34][O:35][C:36]1[CH:37]=[C:38]2[C:43](=[CH:44][C:45]=1[O:46][CH3:47])[N:42]=[CH:41][CH:40]=[C:39]2[O:48][C:49]1[CH:50]=[CH:51][C:52]([NH:53][C:28]([NH:27][C:25](=[O:26])[CH:24]([CH3:23])[CH2:30][CH2:31][CH2:32][CH3:33])=[S:29])=[CH:54][CH:55]=1. (5) Given the reactants [Cl:1][C:2]1[CH:3]=[C:4]2[C:8](=[CH:9][CH:10]=1)[N:7]([CH3:11])[C:6]([C:12]([OH:14])=O)=[C:5]2[CH3:15].C([O:18][C:19](=[O:41])[CH2:20][CH2:21][C:22]1[CH:27]=[CH:26][C:25]([O:28][C:29]2[CH:34]=[C:33]([F:35])[CH:32]=[C:31]([CH:36]([NH2:38])[CH3:37])[CH:30]=2)=[CH:24][C:23]=1[CH2:39][CH3:40])C, predict the reaction product. The product is: [Cl:1][C:2]1[CH:3]=[C:4]2[C:8](=[CH:9][CH:10]=1)[N:7]([CH3:11])[C:6]([C:12]([NH:38][CH:36]([C:31]1[CH:30]=[C:29]([CH:34]=[C:33]([F:35])[CH:32]=1)[O:28][C:25]1[CH:26]=[CH:27][C:22]([CH2:21][CH2:20][C:19]([OH:41])=[O:18])=[C:23]([CH2:39][CH3:40])[CH:24]=1)[CH3:37])=[O:14])=[C:5]2[CH3:15]. (6) The product is: [F:25][C:22]1[CH:23]=[CH:24][C:19]([O:18][C:15]2[CH:14]=[CH:13][C:12]([S:9]([OH:11])(=[O:8])=[O:10])=[CH:17][CH:16]=2)=[CH:20][CH:21]=1. Given the reactants FC1C=CC([O:8][S:9]([C:12]2[CH:17]=[CH:16][C:15]([O:18][C:19]3[CH:24]=[CH:23][C:22]([F:25])=[CH:21][CH:20]=3)=[CH:14][CH:13]=2)(=[O:11])=[O:10])=CC=1.[OH-].[Na+], predict the reaction product. (7) Given the reactants [C:1]1(=[O:6])[O:5][CH:4]=[CH:3][O:2]1.[C:7]1([SH:13])[CH:12]=[CH:11][CH:10]=[CH:9][CH:8]=1.C(N(CC)CC)C, predict the reaction product. The product is: [C:7]1([S:13][CH:3]2[CH2:4][O:5][C:1](=[O:6])[O:2]2)[CH:12]=[CH:11][CH:10]=[CH:9][CH:8]=1.